Dataset: Peptide-MHC class I binding affinity with 185,985 pairs from IEDB/IMGT. Task: Regression. Given a peptide amino acid sequence and an MHC pseudo amino acid sequence, predict their binding affinity value. This is MHC class I binding data. (1) The peptide sequence is YDRLASTVI. The MHC is HLA-A01:01 with pseudo-sequence HLA-A01:01. The binding affinity (normalized) is 0.0847. (2) The peptide sequence is VSSMSSRLW. The binding affinity (normalized) is 0.853. The MHC is HLA-B58:01 with pseudo-sequence HLA-B58:01. (3) The peptide sequence is RRMATTFTF. The MHC is HLA-A02:03 with pseudo-sequence HLA-A02:03. The binding affinity (normalized) is 0.0847. (4) The peptide sequence is AYFATPASV. The MHC is HLA-A11:01 with pseudo-sequence HLA-A11:01. The binding affinity (normalized) is 0.0847. (5) The binding affinity (normalized) is 0.0641. The MHC is BoLA-D18.4 with pseudo-sequence BoLA-D18.4. The peptide sequence is LMWASSGFF.